From a dataset of Reaction yield outcomes from USPTO patents with 853,638 reactions. Predict the reaction yield, written as a fraction of the theoretical maximum amount of product (1.0 means a 100% yield; for example, 0.34 means a 34% yield). (1) The reactants are Br[C:2]1[CH:7]=[CH:6][CH:5]=[C:4]([O:8][CH3:9])[N:3]=1.C([Li])CCC.CCCCCC.[O:21]1[CH:25]=[CH:24][CH:23]=[C:22]1[C:26]1[N:27]=[C:28]([NH:37][C:38]([C:40]2[CH:45]=[CH:44][N:43]=[CH:42][CH:41]=2)=[O:39])[S:29][C:30]=1[C:31](=[O:36])N(OC)C.[Cl-].[NH4+]. The catalyst is C1COCC1. The product is [O:21]1[CH:25]=[CH:24][CH:23]=[C:22]1[C:26]1[N:27]=[C:28]([NH:37][C:38]([C:40]2[CH:41]=[CH:42][N:43]=[CH:44][CH:45]=2)=[O:39])[S:29][C:30]=1[C:31]([C:2]1[CH:7]=[CH:6][CH:5]=[C:4]([O:8][CH3:9])[N:3]=1)=[O:36]. The yield is 0.340. (2) The reactants are Cl[C:2]#[C:3][CH2:4][O:5][C:6]1[CH:11]=[CH:10][CH:9]=[CH:8][C:7]=1[C:12]([F:15])([F:14])[F:13].S(=O)(=O)(O)[OH:17]. The catalyst is FC(F)(F)C(O)=O. The product is [F:13][C:12]([F:15])([F:14])[C:7]1[CH:8]=[CH:9][CH:10]=[C:11]2[C:6]=1[O:5][CH2:4][CH2:3][C:2]2=[O:17]. The yield is 0.320. (3) The reactants are [CH3:1][C:2]1[O:3][C:4]2[CH:10]=[CH:9][CH:8]=[C:7]([N+:11]([O-])=O)[C:5]=2[N:6]=1. The catalyst is C(O)(=O)C.C(OCC)(=O)C.[Fe]. The product is [NH2:11][C:7]1[C:5]2[N:6]=[C:2]([CH3:1])[O:3][C:4]=2[CH:10]=[CH:9][CH:8]=1. The yield is 0.690. (4) The reactants are [Br:1][C:2]1[CH:7]=[CH:6][C:5]([CH2:8][CH2:9][CH2:10]O)=[CH:4][CH:3]=1.C1C=CC(P(C2C=CC=CC=2)C2C=CC=CC=2)=CC=1.C(Br)(Br)(Br)[Br:32]. The catalyst is C1COCC1. The product is [Br:1][C:2]1[CH:7]=[CH:6][C:5]([CH2:8][CH2:9][CH2:10][Br:32])=[CH:4][CH:3]=1. The yield is 0.660. (5) The reactants are [C:1]1(=[O:11])[NH:5][C:4](=[O:6])[C:3]2=[CH:7][CH:8]=[CH:9][CH:10]=[C:2]12.C1(P(C2C=CC=CC=2)C2C=CC=CC=2)C=CC=CC=1.O[CH2:32][CH:33]([NH:37][C:38](=[O:44])[O:39][C:40]([CH3:43])([CH3:42])[CH3:41])[CH:34]([CH3:36])[CH3:35].CC(OC(/N=N/C(OC(C)C)=O)=O)C. The catalyst is O1CCCC1. The product is [C:40]([O:39][C:38](=[O:44])[NH:37][CH:33]([CH:34]([CH3:36])[CH3:35])[CH2:32][N:5]1[C:1](=[O:11])[C:2]2[C:3](=[CH:7][CH:8]=[CH:9][CH:10]=2)[C:4]1=[O:6])([CH3:42])([CH3:43])[CH3:41]. The yield is 0.650. (6) The reactants are [K+].[Br-].C(O[C:8]([NH:10][C@@H:11]([C:13]([NH:15][C@H:16]1[CH2:20][C:19](=[O:21])[O:18][C@@H:17]1[O:22][CH2:23][C:24]1[CH:29]=[CH:28][CH:27]=[CH:26][CH:25]=1)=[O:14])[CH3:12])=[O:9])(C)(C)C.FC(F)(F)C(O)=O.C(N(C(C)C)CC)(C)C.[C:46]1([CH2:52][CH2:53][C:54]2[NH:55][CH:56]=[C:57](C(O)=O)[N:58]=2)[CH:51]=[CH:50][CH:49]=[CH:48][CH:47]=1.Cl.CN(C)CCCN=C=NCC.OC1C2N=NNC=2C=CC=1. The catalyst is ClCCl.CN(C=O)C.[Cl-].[Na+].O. The product is [C:46]1([CH2:52][CH2:53][C:54]2[NH:58][CH:57]=[C:56]([C:8]([NH:10][C@@H:11]([C:13]([NH:15][C@H:16]3[CH2:20][C:19](=[O:21])[O:18][C@@H:17]3[O:22][CH2:23][C:24]3[CH:25]=[CH:26][CH:27]=[CH:28][CH:29]=3)=[O:14])[CH3:12])=[O:9])[N:55]=2)[CH:47]=[CH:48][CH:49]=[CH:50][CH:51]=1. The yield is 0.550.